From a dataset of Catalyst prediction with 721,799 reactions and 888 catalyst types from USPTO. Predict which catalyst facilitates the given reaction. Reactant: [CH3:1][C:2]1[NH:3][C:4]([CH3:24])=[C:5]([C:20]([O:22][CH3:23])=[O:21])[CH:6]([CH2:12][CH2:13][CH2:14][CH2:15][C:16]([O:18]C)=[O:17])[C:7]=1[C:8]([O:10][CH3:11])=[O:9].[OH-].[Na+].Cl. Product: [CH3:1][C:2]1[NH:3][C:4]([CH3:24])=[C:5]([C:20]([O:22][CH3:23])=[O:21])[CH:6]([CH2:12][CH2:13][CH2:14][CH2:15][C:16]([OH:18])=[O:17])[C:7]=1[C:8]([O:10][CH3:11])=[O:9]. The catalyst class is: 5.